Dataset: HIV replication inhibition screening data with 41,000+ compounds from the AIDS Antiviral Screen. Task: Binary Classification. Given a drug SMILES string, predict its activity (active/inactive) in a high-throughput screening assay against a specified biological target. The molecule is NC(CCC(=O)NC(CSSCC(NC(=O)CCC(N)C(=O)O)C(=O)O)C(=O)O)C(=O)O.c1ccncc1. The result is 0 (inactive).